This data is from Reaction yield outcomes from USPTO patents with 853,638 reactions. The task is: Predict the reaction yield, written as a fraction of the theoretical maximum amount of product (1.0 means a 100% yield; for example, 0.34 means a 34% yield). (1) No catalyst specified. The reactants are C[Si](C)(C)[C:3]#[C:4][C:5]1[CH:12]=[CH:11][CH:10]=[CH:9][C:6]=1[C:7]#[N:8].[F-].C([N+](CCCC)(CCCC)CCCC)CCC. The product is [C:4]([C:5]1[CH:12]=[CH:11][CH:10]=[CH:9][C:6]=1[C:7]#[N:8])#[CH:3]. The yield is 0.970. (2) The reactants are [S:1]1[CH:5]=[C:4]([CH2:6][N:7]2[C:15]3[C:10](=[CH:11][C:12]([NH:16][C:17]4[C:26]5[C:21](=[CH:22][CH:23]=[CH:24][C:25]=5[O:27][C@H:28]([CH3:33])[C:29](OC)=[O:30])[N:20]=[CH:19][N:18]=4)=[CH:13][CH:14]=3)[CH:9]=[N:8]2)[N:3]=[CH:2]1.[CH2:34]([CH2:36][NH2:37])[OH:35]. No catalyst specified. The product is [OH:35][CH2:34][CH2:36][NH:37][C:29](=[O:30])[C@H:28]([O:27][C:25]1[CH:24]=[CH:23][CH:22]=[C:21]2[C:26]=1[C:17]([NH:16][C:12]1[CH:11]=[C:10]3[C:15](=[CH:14][CH:13]=1)[N:7]([CH2:6][C:4]1[N:3]=[CH:2][S:1][CH:5]=1)[N:8]=[CH:9]3)=[N:18][CH:19]=[N:20]2)[CH3:33]. The yield is 0.800.